From a dataset of Forward reaction prediction with 1.9M reactions from USPTO patents (1976-2016). Predict the product of the given reaction. (1) Given the reactants C[O:2][C:3](=O)[CH2:4][CH2:5][CH2:6][C:7]1[S:8][C:9]([C:12]2[C:17]([CH3:18])=[CH:16][N:15]=[C:14]([NH:19][CH:20]3[CH2:25][C:24]([CH3:27])([CH3:26])[NH:23][C:22]([CH3:29])([CH3:28])[CH2:21]3)[N:13]=2)=[CH:10][CH:11]=1.[H-].[H-].[H-].[H-].[Li+].[Al+3], predict the reaction product. The product is: [CH3:18][C:17]1[C:12]([C:9]2[S:8][C:7]([CH2:6][CH2:5][CH2:4][CH2:3][OH:2])=[CH:11][CH:10]=2)=[N:13][C:14]([NH:19][CH:20]2[CH2:21][C:22]([CH3:28])([CH3:29])[NH:23][C:24]([CH3:27])([CH3:26])[CH2:25]2)=[N:15][CH:16]=1. (2) Given the reactants [Cl:1][C:2]1[CH:3]=[CH:4][C:5]([CH2:8][O:9][C:10]2[CH:15]=[CH:14][N:13]([C:16]3[CH:17]=[N:18][C:19](F)=[CH:20][CH:21]=3)[C:12](=[O:23])[CH:11]=2)=[N:6][CH:7]=1.[CH3:24][NH:25][C@@H:26]1[CH2:30][CH2:29][NH:28][CH2:27]1.C([O-])([O-])=O.[K+].[K+], predict the reaction product. The product is: [Cl:1][C:2]1[CH:3]=[CH:4][C:5]([CH2:8][O:9][C:10]2[CH:15]=[CH:14][N:13]([C:16]3[CH:17]=[N:18][C:19]([N:28]4[CH2:29][CH2:30][C@@H:26]([NH:25][CH3:24])[CH2:27]4)=[CH:20][CH:21]=3)[C:12](=[O:23])[CH:11]=2)=[N:6][CH:7]=1. (3) Given the reactants C([Mg]Cl)(C)C.C1COCC1.I[C:12]1[CH:17]=[CH:16][C:15]([I:18])=[CH:14][CH:13]=1.[CH2:19]([O:21][Si:22](OCC)([O:26][CH2:27][CH3:28])[O:23][CH2:24][CH3:25])[CH3:20], predict the reaction product. The product is: [CH2:19]([O:21][Si:22]([O:26][CH2:27][CH3:28])([O:23][CH2:24][CH3:25])[C:12]1[CH:17]=[CH:16][C:15]([I:18])=[CH:14][CH:13]=1)[CH3:20]. (4) Given the reactants C([O:8][CH2:9][C@H:10]1[CH2:15][N:14]([C:16]([O:18][C:19]([CH3:22])([CH3:21])[CH3:20])=[O:17])[CH2:13][C@@H:12]([C:23]([O:25][CH3:26])=[O:24])[O:11]1)C1C=CC=CC=1, predict the reaction product. The product is: [OH:8][CH2:9][C@H:10]1[CH2:15][N:14]([C:16]([O:18][C:19]([CH3:21])([CH3:22])[CH3:20])=[O:17])[CH2:13][C@@H:12]([C:23]([O:25][CH3:26])=[O:24])[O:11]1. (5) Given the reactants [Br-].[CH2:2]([P+](C1C=CC=CC=1)(C1C=CC=CC=1)C1C=CC=CC=1)[CH2:3][C:4]1[CH:9]=[CH:8][CH:7]=[CH:6][CH:5]=1.[Li]CCCC.[C:34]([C:37]1[CH:42]=[CH:41][CH:40]=[CH:39][CH:38]=1)(=O)[CH3:35], predict the reaction product. The product is: [CH2:34]([C:37]1[CH:42]=[CH:41][CH:40]=[CH:39][CH:38]=1)[CH:35]=[C:3]([C:4]1[CH:5]=[CH:6][CH:7]=[CH:8][CH:9]=1)[CH3:2]. (6) Given the reactants [CH2:1]([O:8][C:9]1[CH:14]=[CH:13][C:12]([C:15]2[N:36]([CH2:37][O:38][CH2:39][CH2:40][Si:41]([CH3:44])([CH3:43])[CH3:42])[C:18]3=[N:19][C:20]([NH:23][C:24]4[CH:25]=[N:26][N:27](C(OC(C)(C)C)=O)[CH:28]=4)=[CH:21][CH:22]=[C:17]3[N:16]=2)=[CH:11][CH:10]=1)[C:2]1[CH:7]=[CH:6][CH:5]=[CH:4][CH:3]=1.C(O)(C(F)(F)F)=O, predict the reaction product. The product is: [CH2:1]([O:8][C:9]1[CH:14]=[CH:13][C:12]([C:15]2[N:36]([CH2:37][O:38][CH2:39][CH2:40][Si:41]([CH3:44])([CH3:43])[CH3:42])[C:18]3=[N:19][C:20]([NH:23][C:24]4[CH:25]=[N:26][NH:27][CH:28]=4)=[CH:21][CH:22]=[C:17]3[N:16]=2)=[CH:11][CH:10]=1)[C:2]1[CH:3]=[CH:4][CH:5]=[CH:6][CH:7]=1.